From a dataset of Catalyst prediction with 721,799 reactions and 888 catalyst types from USPTO. Predict which catalyst facilitates the given reaction. (1) Reactant: Br[C:2]1[CH:7]=[CH:6][C:5]2[N:8]3[C:21]4[CH:20]=[CH:19][CH:18]=[CH:17][C:16]=4[C:15]([CH3:23])([CH3:22])[C:14]4[C:9]3=[C:10]([CH:11]=[C:12](Br)[CH:13]=4)[C:4]=2[CH:3]=1.[C:25]1(B(O)O)[CH:30]=[CH:29][CH:28]=[CH:27][CH:26]=1.C([O-])(O)=O.[Na+]. Product: [CH3:23][C:15]1([CH3:22])[C:14]2[C:9]3=[C:10]([C:4]4[CH:3]=[C:2]([C:2]5[CH:7]=[CH:6][CH:5]=[CH:4][CH:3]=5)[CH:7]=[CH:6][C:5]=4[N:8]3[C:21]3[CH:20]=[CH:19][CH:18]=[CH:17][C:16]1=3)[CH:11]=[C:12]([C:25]1[CH:30]=[CH:29][CH:28]=[CH:27][CH:26]=1)[CH:13]=2. The catalyst class is: 335. (2) Product: [OH:9][CH2:8][CH2:7][O:6][P:5]([CH2:11][C:12]1[CH:17]=[CH:16][C:15]([NH2:18])=[C:14]([O:21][CH3:22])[CH:13]=1)(=[O:10])[O:4][CH2:3][CH2:2][OH:1]. Reactant: [OH:1][CH2:2][CH2:3][O:4][P:5]([CH2:11][C:12]1[CH:17]=[CH:16][C:15]([N+:18]([O-])=O)=[C:14]([O:21][CH3:22])[CH:13]=1)(=[O:10])[O:6][CH2:7][CH2:8][OH:9].[H][H]. The catalyst class is: 50. (3) Product: [Br:2][CH2:12][C:13]([C:15]1[N:20]=[C:19]([CH3:21])[CH:18]=[CH:17][N:16]=1)=[O:14]. The catalyst class is: 7. Reactant: O.[Br:2]N1C(=O)CCC1=O.C([O:12][C:13]([C:15]1[N:20]=[C:19]([CH3:21])[CH:18]=[CH:17][N:16]=1)=[CH2:14])C.C(=O)([O-])O.[Na+]. (4) Reactant: [OH:1][C:2]1[CH:7]=[CH:6][C:5]([CH2:8][CH2:9][CH2:10][CH2:11][OH:12])=[CH:4][CH:3]=1.[H-].[Na+].Cl[CH2:16][C:17]1[N:18]=[C:19](/[CH:22]=[CH:23]/[C:24]2[CH:29]=[CH:28][C:27]([F:30])=[CH:26][C:25]=2[F:31])[O:20][CH:21]=1.Cl. Product: [F:31][C:25]1[CH:26]=[C:27]([F:30])[CH:28]=[CH:29][C:24]=1/[CH:23]=[CH:22]/[C:19]1[O:20][CH:21]=[C:17]([CH2:16][O:1][C:2]2[CH:3]=[CH:4][C:5]([CH2:8][CH2:9][CH2:10][CH2:11][OH:12])=[CH:6][CH:7]=2)[N:18]=1. The catalyst class is: 18. (5) Reactant: [Cl:1][C:2]1[CH:8]=[C:7]([O:9][C:10]2[C:19]3[C:14](=[CH:15][C:16]([O:22][CH3:23])=[C:17]([O:20][CH3:21])[CH:18]=3)[N:13]=[CH:12][N:11]=2)[CH:6]=[CH:5][C:3]=1[NH2:4].C(N(CC)CC)C.ClC(Cl)(O[C:35](=[O:41])OC(Cl)(Cl)Cl)Cl.[CH2:43]([N:50]1[CH2:55][CH2:54][CH:53]([NH2:56])[CH2:52][CH2:51]1)[C:44]1[CH:49]=[CH:48][CH:47]=[CH:46][CH:45]=1. Product: [CH2:43]([N:50]1[CH2:55][CH2:54][CH:53]([NH:56][C:35]([NH:4][C:3]2[CH:5]=[CH:6][C:7]([O:9][C:10]3[C:19]4[C:14](=[CH:15][C:16]([O:22][CH3:23])=[C:17]([O:20][CH3:21])[CH:18]=4)[N:13]=[CH:12][N:11]=3)=[CH:8][C:2]=2[Cl:1])=[O:41])[CH2:52][CH2:51]1)[C:44]1[CH:45]=[CH:46][CH:47]=[CH:48][CH:49]=1. The catalyst class is: 146. (6) Reactant: C[O:2][C:3](=[O:28])[CH2:4][CH2:5][CH2:6][S:7][C:8]1[N:9]=[C:10]2[CH:15]=[CH:14][CH:13]=[CH:12][N:11]2[C:16]=1[CH2:17][C:18]1[C:19]2[C:26]([CH3:27])=[CH:25][CH:24]=[CH:23][C:20]=2[S:21][CH:22]=1.O.[OH-].[Li+]. Product: [CH3:27][C:26]1[C:19]2[C:18]([CH2:17][C:16]3[N:11]4[CH:12]=[CH:13][CH:14]=[CH:15][C:10]4=[N:9][C:8]=3[S:7][CH2:6][CH2:5][CH2:4][C:3]([OH:28])=[O:2])=[CH:22][S:21][C:20]=2[CH:23]=[CH:24][CH:25]=1. The catalyst class is: 20.